This data is from Reaction yield outcomes from USPTO patents with 853,638 reactions. The task is: Predict the reaction yield, written as a fraction of the theoretical maximum amount of product (1.0 means a 100% yield; for example, 0.34 means a 34% yield). (1) The product is [CH2:1]([O:8][C:9](=[O:22])[NH:10][CH2:11][CH2:12][CH2:13][CH2:14][C:15]1[CH:20]=[CH:19][C:18]([O:21][CH2:27][CH2:26][N:25]([CH3:29])[CH3:24])=[CH:17][CH:16]=1)[C:2]1[CH:7]=[CH:6][CH:5]=[CH:4][CH:3]=1. The yield is 0.610. The reactants are [CH2:1]([O:8][C:9](=[O:22])[NH:10][CH2:11][CH2:12][CH2:13][CH2:14][C:15]1[CH:20]=[CH:19][C:18]([OH:21])=[CH:17][CH:16]=1)[C:2]1[CH:7]=[CH:6][CH:5]=[CH:4][CH:3]=1.Cl.[CH3:24][N:25]([CH3:29])[CH2:26][CH2:27]Cl.C(=O)([O-])[O-].[K+].[K+].C1OCCOCCOCCOCCOCCOC1. No catalyst specified. (2) The reactants are [CH2:1]([C:8]#[N:9])[C:2]1[CH:7]=[CH:6][CH:5]=[CH:4][CH:3]=1.[H-].[Na+].[C:12](OCC)(=[O:16])[CH:13]([CH3:15])[CH3:14]. The catalyst is C1COCC1. The product is [CH3:14][CH:13]([CH3:15])[C:12](=[O:16])[CH:1]([C:2]1[CH:7]=[CH:6][CH:5]=[CH:4][CH:3]=1)[C:8]#[N:9]. The yield is 0.190. (3) The catalyst is C1COCC1. The yield is 0.740. The reactants are C[O:2][C:3](=[O:37])[CH2:4][C:5]1[CH:10]=[CH:9][C:8]([O:11][CH:12]([C:31]2[CH:36]=[CH:35][CH:34]=[CH:33][CH:32]=2)[CH2:13][O:14][C:15]2[CH:20]=[CH:19][CH:18]=[C:17]([C:21]([OH:30])([C:26]([F:29])([F:28])[F:27])[C:22]([F:25])([F:24])[F:23])[CH:16]=2)=[CH:7][CH:6]=1.[Li+].[OH-].OS([O-])(=O)=O.[K+]. The product is [C:31]1([CH:12]([O:11][C:8]2[CH:7]=[CH:6][C:5]([CH2:4][C:3]([OH:37])=[O:2])=[CH:10][CH:9]=2)[CH2:13][O:14][C:15]2[CH:20]=[CH:19][CH:18]=[C:17]([C:21]([OH:30])([C:26]([F:29])([F:28])[F:27])[C:22]([F:25])([F:24])[F:23])[CH:16]=2)[CH:36]=[CH:35][CH:34]=[CH:33][CH:32]=1. (4) The reactants are B.[F:2][C:3]([F:11])([F:10])[C:4]1([CH2:7][C:8]#[N:9])[CH2:6][CH2:5]1.[ClH:12]. The catalyst is C1COCC1. The product is [ClH:12].[F:2][C:3]([F:11])([F:10])[C:4]1([CH2:7][CH2:8][NH2:9])[CH2:6][CH2:5]1. The yield is 0.400. (5) The reactants are C[Si]([N-][Si](C)(C)C)(C)C.[K+].C1[O:28][CH2:27][CH2:26]OCCOCCOCCOCCOC1.[CH3:29][O:30][C:31]1[CH:36]=[CH:35][C:34]([C:37]2[N:41]([CH3:42])[N:40]=[CH:39][C:38]=2[CH:43]=O)=[CH:33][CH:32]=1.[Cl-].[NH4+].[O:47]1CCCC1. No catalyst specified. The product is [CH3:29][O:30][C:31]1[CH:32]=[CH:33][C:34]([C:37]2[N:41]([CH3:42])[N:40]=[CH:39][C:38]=2/[CH:43]=[CH:26]\[C:27]([OH:28])=[O:47])=[CH:35][CH:36]=1. The yield is 0.300. (6) The reactants are [N:1]1[C:5]2[CH:6]=[CH:7][CH:8]=[CH:9][C:4]=2[NH:3][CH:2]=1.CC(C)([O-])C.[K+].CS(C)=O.Cl[CH2:21][CH2:22][CH2:23][CH2:24][CH2:25][CH2:26][OH:27]. The catalyst is O.C(OCC)(=O)C. The product is [N:1]1([CH2:21][CH2:22][CH2:23][CH2:24][CH2:25][CH2:26][OH:27])[C:5]2[CH:6]=[CH:7][CH:8]=[CH:9][C:4]=2[N:3]=[CH:2]1. The yield is 0.770. (7) The reactants are [NH2:1][C:2]1[N:3]=[C:4]([NH:10]C(C2C=CC=CC=2)(C2C=CC=CC=2)C2C=CC=CC=2)[S:5][C:6]=1[C:7](=[S:9])[NH2:8].Br[CH2:31][C:32]([C:34]1[CH:35]=[C:36]([NH:40][C:41](=[O:48])[C:42]2[CH:47]=[CH:46][CH:45]=[CH:44][CH:43]=2)[CH:37]=[CH:38][CH:39]=1)=O. The catalyst is CO. The product is [NH2:10][C:4]1[S:5][C:6]([C:7]2[S:9][CH:31]=[C:32]([C:34]3[CH:35]=[C:36]([NH:40][C:41](=[O:48])[C:42]4[CH:47]=[CH:46][CH:45]=[CH:44][CH:43]=4)[CH:37]=[CH:38][CH:39]=3)[N:8]=2)=[C:2]([NH2:1])[N:3]=1. The yield is 0.390. (8) The reactants are [CH2:1]([OH:5])[CH2:2][CH2:3][CH3:4].C[Si]([N-][Si](C)(C)C)(C)C.[Na+].[F:16][C:17]1[CH:18]=[C:19]([N:24]2[C:29](=[O:30])[C:28](Cl)=[C:27]([Cl:32])[CH:26]=[N:25]2)[CH:20]=[CH:21][C:22]=1[F:23]. The catalyst is C1COCC1. The product is [F:16][C:17]1[CH:18]=[C:19]([N:24]2[C:29](=[O:30])[C:28]([O:5][CH2:1][CH2:2][CH2:3][CH3:4])=[C:27]([Cl:32])[CH:26]=[N:25]2)[CH:20]=[CH:21][C:22]=1[F:23]. The yield is 0.794. (9) The reactants are [C:1]([O:5][C:6]([N:8]1[CH2:12][CH2:11][CH2:10][C@@H:9]1[CH2:13][O:14][C:15]1[CH:20]=[CH:19][C:18]([C:21](=[O:28])[C:22]2[CH:27]=[CH:26][CH:25]=[CH:24][CH:23]=2)=[CH:17][N:16]=1)=[O:7])([CH3:4])([CH3:3])[CH3:2].[BH4-].[Na+]. The catalyst is CCO.O. The product is [C:1]([O:5][C:6]([N:8]1[CH2:12][CH2:11][CH2:10][C@@H:9]1[CH2:13][O:14][C:15]1[CH:20]=[CH:19][C:18]([CH:21]([OH:28])[C:22]2[CH:27]=[CH:26][CH:25]=[CH:24][CH:23]=2)=[CH:17][N:16]=1)=[O:7])([CH3:4])([CH3:2])[CH3:3]. The yield is 0.901. (10) The reactants are Br[C:2]1[CH:3]=[CH:4][C:5]([O:10][CH:11]([CH3:13])[CH3:12])=[C:6]([CH:9]=1)[C:7]#[N:8].[S:14]1[CH:18]=[CH:17][CH:16]=[C:15]1B(O)O.C(=O)([O-])[O-].[K+].[K+].CC(O)C(O)C.O. The product is [CH:11]([O:10][C:5]1[CH:4]=[CH:3][C:2]([C:15]2[S:14][CH:18]=[CH:17][CH:16]=2)=[CH:9][C:6]=1[C:7]#[N:8])([CH3:13])[CH3:12]. The yield is 0.820. The catalyst is C1C=CC([P]([Pd]([P](C2C=CC=CC=2)(C2C=CC=CC=2)C2C=CC=CC=2)([P](C2C=CC=CC=2)(C2C=CC=CC=2)C2C=CC=CC=2)[P](C2C=CC=CC=2)(C2C=CC=CC=2)C2C=CC=CC=2)(C2C=CC=CC=2)C2C=CC=CC=2)=CC=1.